Task: Predict the product of the given reaction.. Dataset: Forward reaction prediction with 1.9M reactions from USPTO patents (1976-2016) (1) Given the reactants [F:1][C:2]1[CH:3]=[C:4]2[C:8](=[CH:9][CH:10]=1)[NH:7][C:6]([CH3:11])=[CH:5]2.Cl[C:13]1[C:17]2[CH:18]=[CH:19][CH:20]=[CH:21][C:16]=2[S:15][N:14]=1, predict the reaction product. The product is: [F:1][C:2]1[CH:3]=[C:4]2[C:8](=[CH:9][CH:10]=1)[NH:7][C:6]([CH3:11])=[C:5]2[C:13]1[C:17]2[CH:18]=[CH:19][CH:20]=[CH:21][C:16]=2[S:15][N:14]=1. (2) The product is: [Cl:1][C:2]1[N:7]=[CH:6][C:5]([NH:8][C:16](=[O:17])[O:18][CH2:19][C:20]([Cl:23])([Cl:22])[Cl:21])=[CH:4][CH:3]=1. Given the reactants [Cl:1][C:2]1[N:7]=[CH:6][C:5]([NH2:8])=[CH:4][CH:3]=1.N1C=CC=CC=1.Cl[C:16]([O:18][CH2:19][C:20]([Cl:23])([Cl:22])[Cl:21])=[O:17].O, predict the reaction product. (3) Given the reactants [Cl:1][C:2]1[N:7]=[C:6](Cl)[N:5]=[C:4]([O:9][CH3:10])[N:3]=1.[CH2:11]([O:18][C:19]1[CH:24]=[CH:23][C:22](B(O)O)=[CH:21][CH:20]=1)[C:12]1[CH:17]=[CH:16][CH:15]=[CH:14][CH:13]=1, predict the reaction product. The product is: [CH2:11]([O:18][C:19]1[CH:24]=[CH:23][C:22]([C:6]2[N:7]=[C:2]([Cl:1])[N:3]=[C:4]([O:9][CH3:10])[N:5]=2)=[CH:21][CH:20]=1)[C:12]1[CH:17]=[CH:16][CH:15]=[CH:14][CH:13]=1.